The task is: Predict which catalyst facilitates the given reaction.. This data is from Catalyst prediction with 721,799 reactions and 888 catalyst types from USPTO. Reactant: C(N(CC)CC)C.[C:8](Cl)(=[O:13])[C:9]([CH3:12])([CH3:11])[CH3:10].[Cl:15][C:16]1[CH:21]=[CH:20][C:19]([F:22])=[CH:18][C:17]=1[C:23]1[CH2:27][NH:26][CH:25]([C:28]2[CH:33]=[CH:32][CH:31]=[CH:30][CH:29]=2)[CH:24]=1. Product: [Cl:15][C:16]1[CH:21]=[CH:20][C:19]([F:22])=[CH:18][C:17]=1[C:23]1[CH2:27][N:26]([C:8](=[O:13])[C:9]([CH3:12])([CH3:11])[CH3:10])[CH:25]([C:28]2[CH:33]=[CH:32][CH:31]=[CH:30][CH:29]=2)[CH:24]=1. The catalyst class is: 4.